Dataset: Reaction yield outcomes from USPTO patents with 853,638 reactions. Task: Predict the reaction yield, written as a fraction of the theoretical maximum amount of product (1.0 means a 100% yield; for example, 0.34 means a 34% yield). (1) The reactants are O.C1(C)C=CC(S(O)(=O)=O)=CC=1.[C:13]([CH:15]([C:23]1[N:24]=[N:25][C:26]([C:29]([N:31]2[CH2:50][CH2:49][C:34]3[N:35]=[C:36]([NH:39][CH:40]4[CH2:48][C:47]5[C:42](=[CH:43][CH:44]=[CH:45][CH:46]=5)[CH2:41]4)[N:37]=[CH:38][C:33]=3[CH2:32]2)=[O:30])=[CH:27][CH:28]=1)C(OC(C)(C)C)=O)#[N:14]. The catalyst is C1(C)C=CC=CC=1. The product is [CH2:41]1[C:42]2[C:47](=[CH:46][CH:45]=[CH:44][CH:43]=2)[CH2:48][CH:40]1[NH:39][C:36]1[N:37]=[CH:38][C:33]2[CH2:32][N:31]([C:29]([C:26]3[N:25]=[N:24][C:23]([CH2:15][C:13]#[N:14])=[CH:28][CH:27]=3)=[O:30])[CH2:50][CH2:49][C:34]=2[N:35]=1. The yield is 0.520. (2) The reactants are [F:1][C:2]1[C:7]([C:8]2[CH:13]=[CH:12][CH:11]=[C:10]([CH2:14][N:15]3[CH2:20][CH2:19][NH:18][C@@H:17]([CH3:21])[CH2:16]3)[CH:9]=2)=[CH:6][C:5]([CH2:22][NH:23][C:24](=O)[C:25]2[CH:30]=[CH:29][CH:28]=[C:27]([CH2:31][CH:32]3[CH2:37][CH2:36][NH:35][CH2:34][CH2:33]3)[CH:26]=2)=[CH:4][CH:3]=1.[H-].[Al+3].[Li+].[H-].[H-].[H-]. The catalyst is C1COCC1. The product is [F:1][C:2]1[C:7]([C:8]2[CH:13]=[CH:12][CH:11]=[C:10]([CH2:14][N:15]3[CH2:20][CH2:19][NH:18][C@@H:17]([CH3:21])[CH2:16]3)[CH:9]=2)=[CH:6][C:5]([CH2:22][NH:23][CH2:24][C:25]2[CH:30]=[CH:29][CH:28]=[C:27]([CH2:31][CH:32]3[CH2:37][CH2:36][NH:35][CH2:34][CH2:33]3)[CH:26]=2)=[CH:4][CH:3]=1. The yield is 0.820. (3) The reactants are [CH3:1][C:2]1([CH3:16])[C:6]([CH3:8])([CH3:7])[O:5][B:4]([C:9]2[CH:14]=[CH:13][C:12]([OH:15])=[CH:11][CH:10]=2)[O:3]1.[CH:17]([O:20][CH2:21][CH2:22]O)([CH3:19])[CH3:18]. No catalyst specified. The product is [CH:17]([O:20][CH2:21][CH2:22][O:15][C:12]1[CH:13]=[CH:14][C:9]([B:4]2[O:3][C:2]([CH3:16])([CH3:1])[C:6]([CH3:7])([CH3:8])[O:5]2)=[CH:10][CH:11]=1)([CH3:19])[CH3:18]. The yield is 0.310.